Dataset: Catalyst prediction with 721,799 reactions and 888 catalyst types from USPTO. Task: Predict which catalyst facilitates the given reaction. Reactant: Cl[C:2]1[CH:11]=[C:10]([C:12]2[CH:17]=[CH:16][CH:15]=[CH:14][C:13]=2[CH3:18])[C:5]([C:6]([NH:8][CH3:9])=[O:7])=[CH:4][N:3]=1.[C:19]([O:23][C:24]([N:26]1[CH2:31][CH2:30][NH:29][CH2:28][CH2:27]1)=[O:25])([CH3:22])([CH3:21])[CH3:20].C(N(C(C)C)C(C)C)C. Product: [C:19]([O:23][C:24]([N:26]1[CH2:31][CH2:30][N:29]([C:2]2[CH:11]=[C:10]([C:12]3[CH:17]=[CH:16][CH:15]=[CH:14][C:13]=3[CH3:18])[C:5]([C:6](=[O:7])[NH:8][CH3:9])=[CH:4][N:3]=2)[CH2:28][CH2:27]1)=[O:25])([CH3:22])([CH3:20])[CH3:21]. The catalyst class is: 166.